Dataset: Forward reaction prediction with 1.9M reactions from USPTO patents (1976-2016). Task: Predict the product of the given reaction. (1) Given the reactants [CH3:1][O:2][C:3]1[CH:41]=[C:40]([O:42][CH3:43])[CH:39]=[CH:38][C:4]=1[CH2:5][N:6]([C:32]1[CH:37]=[CH:36][N:35]=[CH:34][N:33]=1)[S:7]([C:10]1[C:11]([F:31])=[CH:12][C:13]([O:19][C@H:20]2[CH2:24][CH2:23][CH2:22][C@@H:21]2[C:25]2[N:29]([CH3:30])[N:28]=[CH:27][CH:26]=2)=[C:14]([CH:18]=1)[C:15]([NH2:17])=O)(=[O:9])=[O:8].C(N(CC)CC)C.FC(F)(F)C(O)=O, predict the reaction product. The product is: [C:15]([C:14]1[C:13]([O:19][C@H:20]2[CH2:24][CH2:23][CH2:22][C@@H:21]2[C:25]2[N:29]([CH3:30])[N:28]=[CH:27][CH:26]=2)=[CH:12][C:11]([F:31])=[C:10]([S:7]([N:6]([CH2:5][C:4]2[CH:38]=[CH:39][C:40]([O:42][CH3:43])=[CH:41][C:3]=2[O:2][CH3:1])[C:32]2[CH:37]=[CH:36][N:35]=[CH:34][N:33]=2)(=[O:8])=[O:9])[CH:18]=1)#[N:17]. (2) Given the reactants [NH:1]1[CH2:6][CH2:5][CH:4]([N:7]2[CH:11]=[C:10]([C:12]3[CH:17]=[N:16][N:15]4[C:18]([C:21]5[CH:22]=[C:23]([NH:27][C:28]([NH:30][CH2:31][C:32]([F:35])([F:34])[F:33])=[O:29])[CH:24]=[CH:25][CH:26]=5)=[CH:19][N:20]=[C:14]4[CH:13]=3)[CH:9]=[N:8]2)[CH2:3][CH2:2]1.[CH3:36][N:37]1[CH:41]=[CH:40][C:39]([S:42](Cl)(=[O:44])=[O:43])=[N:38]1, predict the reaction product. The product is: [CH3:36][N:37]1[CH:41]=[CH:40][C:39]([S:42]([N:1]2[CH2:6][CH2:5][CH:4]([N:7]3[CH:11]=[C:10]([C:12]4[CH:17]=[N:16][N:15]5[C:18]([C:21]6[CH:22]=[C:23]([NH:27][C:28]([NH:30][CH2:31][C:32]([F:33])([F:35])[F:34])=[O:29])[CH:24]=[CH:25][CH:26]=6)=[CH:19][N:20]=[C:14]5[CH:13]=4)[CH:9]=[N:8]3)[CH2:3][CH2:2]2)(=[O:44])=[O:43])=[N:38]1. (3) Given the reactants [Cl:1][CH2:2][CH2:3][CH2:4][S:5](Cl)(=[O:7])=[O:6].[NH:9]1[CH2:14][CH2:13][O:12][CH2:11][CH2:10]1.CCN(CC)CC, predict the reaction product. The product is: [Cl:1][CH2:2][CH2:3][CH2:4][S:5]([N:9]1[CH2:14][CH2:13][O:12][CH2:11][CH2:10]1)(=[O:7])=[O:6]. (4) Given the reactants [CH3:1][C:2]1[CH:14]=[CH:13][C:12]2[C:11]3[C:6](=[CH:7][CH:8]=[CH:9][CH:10]=3)[NH:5][C:4]=2[C:3]=1OC(C1C=CC=CC=1)(C1C=CC=CC=1)C1C=CC=CC=1.[OH-].[Na+].Br[CH2:38][CH2:39][CH2:40][CH2:41][CH2:42][CH3:43].Cl.C([O-])(O)=[O:46].[Na+], predict the reaction product. The product is: [CH2:38]([N:5]1[C:4]2[CH:3]=[C:2]([CH2:1][OH:46])[CH:14]=[CH:13][C:12]=2[C:11]2[C:6]1=[CH:7][CH:8]=[CH:9][CH:10]=2)[CH2:39][CH2:40][CH2:41][CH2:42][CH3:43].